Dataset: Reaction yield outcomes from USPTO patents with 853,638 reactions. Task: Predict the reaction yield, written as a fraction of the theoretical maximum amount of product (1.0 means a 100% yield; for example, 0.34 means a 34% yield). (1) The reactants are [C:1]([O:5][C:6](=[O:20])[NH:7][C:8]1[S:9][C:10]2[CH:16]=[C:15]([CH2:17]O)[CH:14]=[C:13]([Br:19])[C:11]=2[N:12]=1)([CH3:4])([CH3:3])[CH3:2].C1(P(C2C=CC=CC=2)C2C=CC=CC=2)C=CC=CC=1.C1C(=O)N([Br:47])C(=O)C1. The product is [C:1]([O:5][C:6](=[O:20])[NH:7][C:8]1[S:9][C:10]2[CH:16]=[C:15]([CH2:17][Br:47])[CH:14]=[C:13]([Br:19])[C:11]=2[N:12]=1)([CH3:4])([CH3:3])[CH3:2]. The yield is 0.430. The catalyst is ClCCl. (2) The reactants are [CH3:1][NH:2][C:3]([C:5]1[C:13]2[C:8](=[CH:9][CH:10]=[CH:11][CH:12]=2)[N:7]([CH3:14])[N:6]=1)=O.[H-].[H-].[H-].[H-].[Li+].[Al+3]. The catalyst is C1COCC1. The product is [CH3:14][N:7]1[C:8]2[C:13](=[CH:12][CH:11]=[CH:10][CH:9]=2)[C:5]([CH2:3][NH:2][CH3:1])=[N:6]1. The yield is 1.00. (3) The reactants are Cl.Cl.[NH2:3][CH2:4][C@@:5]1([OH:13])[CH:10]2[CH2:11][CH2:12][N:7]([CH2:8][CH2:9]2)[CH2:6]1.C([O-])([O-])=O.[Cs+].[Cs+].[N:20]([C:23]1[CH:28]=[N:27][C:26]([S:29][CH3:30])=[CH:25][N:24]=1)=[C:21]=S.C(N=C=NC(C)C)(C)C. The catalyst is CN(C)C=O. The product is [CH3:30][S:29][C:26]1[N:27]=[CH:28][C:23]([NH:20][C:21]2[O:13][C@:5]3([CH2:4][N:3]=2)[CH:10]2[CH2:9][CH2:8][N:7]([CH2:12][CH2:11]2)[CH2:6]3)=[N:24][CH:25]=1. The yield is 0.160. (4) The reactants are [Cl:1][C:2]1[C:3]([C:37]2[C:45]3[C:40](=[CH:41][CH:42]=[CH:43][CH:44]=3)[NH:39][CH:38]=2)=[N:4][C:5]([NH:8][C@@H:9]2[CH2:14][CH2:13][CH2:12][C@H:11]([NH:15][C:16]([C:18]3[CH:23]=[CH:22][C:21]([NH:24][C:25](=[O:36])/[CH:26]=[CH:27]/[CH2:28][N:29]([CH3:35])[CH2:30][C:31]([O:33]C)=[O:32])=[CH:20][CH:19]=3)=[O:17])[CH2:10]2)=[N:6][CH:7]=1.[OH-].[Na+].O. The catalyst is CO. The product is [Cl:1][C:2]1[C:3]([C:37]2[C:45]3[C:40](=[CH:41][CH:42]=[CH:43][CH:44]=3)[NH:39][CH:38]=2)=[N:4][C:5]([NH:8][C@@H:9]2[CH2:14][CH2:13][CH2:12][C@H:11]([NH:15][C:16]([C:18]3[CH:19]=[CH:20][C:21]([NH:24][C:25](=[O:36])/[CH:26]=[CH:27]/[CH2:28][N:29]([CH3:35])[CH2:30][C:31]([OH:33])=[O:32])=[CH:22][CH:23]=3)=[O:17])[CH2:10]2)=[N:6][CH:7]=1. The yield is 0.250.